Task: Predict the product of the given reaction.. Dataset: Forward reaction prediction with 1.9M reactions from USPTO patents (1976-2016) (1) Given the reactants [CH3:1]OC1C=C(OC)C=CC=1CN(CC1C=CC(F)=CC=1)C(=O)C.[CH3:24][O:25][C:26]1[CH:49]=[C:48]([O:50][CH3:51])[CH:47]=[CH:46][C:27]=1[CH2:28][N:29]([CH2:38][C:39]1[CH:44]=[CH:43][C:42]([F:45])=[CH:41][CH:40]=1)[C:30]([CH:32]=[C:33]([OH:37])[C:34]([OH:36])=[O:35])=[O:31], predict the reaction product. The product is: [CH3:1][O:35][C:34](=[O:36])[C:33]([OH:37])=[CH:32][C:30](=[O:31])[N:29]([CH2:28][C:27]1[CH:46]=[CH:47][C:48]([O:50][CH3:51])=[CH:49][C:26]=1[O:25][CH3:24])[CH2:38][C:39]1[CH:44]=[CH:43][C:42]([F:45])=[CH:41][CH:40]=1. (2) Given the reactants C(=O)([O-])[O-].[K+].[K+].C(=O)([S:9][CH2:10][CH2:11][O:12][CH2:13][C:14]1[CH:19]=[CH:18][CH:17]=[CH:16][CH:15]=1)C.O, predict the reaction product. The product is: [CH2:13]([O:12][CH2:11][CH2:10][SH:9])[C:14]1[CH:19]=[CH:18][CH:17]=[CH:16][CH:15]=1. (3) Given the reactants [NH2:1][C:2]1[N:3]=[CH:4][C:5]([C:8]2[C:9]([F:19])=[C:10]([OH:18])[C:11]([CH:14]3[CH2:17][CH2:16][CH2:15]3)=[CH:12][CH:13]=2)=[N:6][CH:7]=1.Br[CH2:21][C:22]1[CH:27]=[C:26]([Cl:28])[CH:25]=[CH:24][C:23]=1[C:29]([F:32])([F:31])[F:30], predict the reaction product. The product is: [Cl:28][C:26]1[CH:25]=[CH:24][C:23]([C:29]([F:30])([F:31])[F:32])=[C:22]([CH:27]=1)[CH2:21][O:18][C:10]1[C:9]([F:19])=[C:8]([C:5]2[N:6]=[CH:7][C:2]([NH2:1])=[N:3][CH:4]=2)[CH:13]=[CH:12][C:11]=1[CH:14]1[CH2:15][CH2:16][CH2:17]1. (4) Given the reactants [C:1]([OH:15])(=[O:14])[C:2]1[CH:13]=[C:9]([C:10]([OH:12])=[O:11])[CH:8]=[C:4]([C:5]([OH:7])=[O:6])[CH:3]=1.S(Cl)(Cl)=O.CN(C=O)C.[OH-].[K+], predict the reaction product. The product is: [CH2:3]([C:3]1[C:4]([C:5]([OH:7])=[O:6])=[CH:8][C:9]([C:10]([OH:12])=[O:11])=[C:13]([CH2:8][CH:4]=[CH2:5])[C:2]=1[C:1]([OH:15])=[O:14])[CH:2]=[CH2:1]. (5) Given the reactants [C:1]([C:5]1[N:10]=[CH:9][C:8]([C:11]2[N:12]([C:32]([N:34]3[CH2:39][CH2:38][CH:37]([CH2:40][C:41]([OH:43])=O)[CH2:36][CH2:35]3)=[O:33])[C@@:13]([C:25]3[CH:30]=[CH:29][C:28]([Cl:31])=[CH:27][CH:26]=3)([CH3:24])[C@@:14]([C:17]3[CH:22]=[CH:21][C:20]([Cl:23])=[CH:19][CH:18]=3)([CH3:16])[N:15]=2)=[C:7]([O:44][CH2:45][CH3:46])[CH:6]=1)([CH3:4])([CH3:3])[CH3:2].[Cl:47][C:48]1[C:49]([CH3:55])=[C:50]([CH:52]=[CH:53][CH:54]=1)[NH2:51], predict the reaction product. The product is: [C:1]([C:5]1[N:10]=[CH:9][C:8]([C:11]2[N:12]([C:32]([N:34]3[CH2:35][CH2:36][CH:37]([CH2:40][C:41]([NH:51][C:50]4[CH:52]=[CH:53][CH:54]=[C:48]([Cl:47])[C:49]=4[CH3:55])=[O:43])[CH2:38][CH2:39]3)=[O:33])[C@@:13]([C:25]3[CH:26]=[CH:27][C:28]([Cl:31])=[CH:29][CH:30]=3)([CH3:24])[C@@:14]([C:17]3[CH:22]=[CH:21][C:20]([Cl:23])=[CH:19][CH:18]=3)([CH3:16])[N:15]=2)=[C:7]([O:44][CH2:45][CH3:46])[CH:6]=1)([CH3:4])([CH3:2])[CH3:3]. (6) Given the reactants [Cl:1][C:2]1[CH:3]=[C:4]2[C:8](=[CH:9][CH:10]=1)[NH:7][C:6]([C:11]([OH:13])=O)=[CH:5]2.S(Cl)([Cl:16])=O, predict the reaction product. The product is: [Cl:1][C:2]1[CH:3]=[C:4]2[C:8](=[CH:9][CH:10]=1)[NH:7][C:6]([C:11]([Cl:16])=[O:13])=[CH:5]2. (7) Given the reactants [Li+].CC([N-]C(C)C)C.[F:9][C:10]1[N:22]=[CH:21][CH:20]=[C:19]([F:23])[C:11]=1[C:12]([O:14][C:15]([CH3:18])([CH3:17])[CH3:16])=[O:13].[Cl:24]C(Cl)(Cl)C(Cl)(Cl)Cl, predict the reaction product. The product is: [Cl:24][C:20]1[CH:21]=[N:22][C:10]([F:9])=[C:11]([C:19]=1[F:23])[C:12]([O:14][C:15]([CH3:18])([CH3:17])[CH3:16])=[O:13].